From a dataset of Full USPTO retrosynthesis dataset with 1.9M reactions from patents (1976-2016). Predict the reactants needed to synthesize the given product. (1) Given the product [CH2:25]([O:12][C:11](=[O:13])[C@@H:9]([CH3:10])[NH:8][C:6]([O:5][C:1]([CH3:2])([CH3:3])[CH3:4])=[O:7])[C:26]1[CH:31]=[CH:30][CH:29]=[CH:28][CH:27]=1, predict the reactants needed to synthesize it. The reactants are: [C:1]([O:5][C:6]([NH:8][C@@H:9]([C:11]([OH:13])=[O:12])[CH3:10])=[O:7])([CH3:4])([CH3:3])[CH3:2].CN(C)C=O.C([O-])([O-])=O.[K+].[K+].[CH2:25](Br)[C:26]1[CH:31]=[CH:30][CH:29]=[CH:28][CH:27]=1. (2) Given the product [ClH:69].[NH2:8][CH2:9][C@H:10]1[CH2:11][CH2:12][C@H:13]([C:16]([NH:18][C@H:19]([C:50](=[O:68])[NH:51][C:52]2[CH:67]=[CH:66][C:55]3[NH:56][C:57]([C:59]([F:64])([F:65])[C:60]([F:61])([F:62])[F:63])=[N:58][C:54]=3[CH:53]=2)[CH2:20][C:21]2[CH:26]=[CH:25][C:24]([C:27]3[CH:32]=[CH:31][C:30]([C:33]([NH:35][CH:36]4[CH2:41][CH2:40][NH:39][CH2:38][CH2:37]4)=[O:34])=[CH:29][C:28]=3[CH3:49])=[CH:23][CH:22]=2)=[O:17])[CH2:14][CH2:15]1, predict the reactants needed to synthesize it. The reactants are: C(OC([NH:8][CH2:9][C@H:10]1[CH2:15][CH2:14][C@H:13]([C:16]([NH:18][C@H:19]([C:50](=[O:68])[NH:51][C:52]2[CH:67]=[CH:66][C:55]3[NH:56][C:57]([C:59]([F:65])([F:64])[C:60]([F:63])([F:62])[F:61])=[N:58][C:54]=3[CH:53]=2)[CH2:20][C:21]2[CH:26]=[CH:25][C:24]([C:27]3[CH:32]=[CH:31][C:30]([C:33]([NH:35][CH:36]4[CH2:41][CH2:40][N:39](C(OC(C)(C)C)=O)[CH2:38][CH2:37]4)=[O:34])=[CH:29][C:28]=3[CH3:49])=[CH:23][CH:22]=2)=[O:17])[CH2:12][CH2:11]1)=O)(C)(C)C.[ClH:69].